Dataset: Full USPTO retrosynthesis dataset with 1.9M reactions from patents (1976-2016). Task: Predict the reactants needed to synthesize the given product. (1) Given the product [F:33][C:2]([F:1])([F:32])[C:3]1[CH:4]=[C:5]([C@H:13]([O:15][C@@H:16]2[C@@H:23]([C:24]3[CH:25]=[CH:26][C:27]([F:30])=[CH:28][CH:29]=3)[C@H:22]3[N:18]([C:19](=[O:31])[CH:20]([C:36]([O:35][CH3:34])=[O:37])[CH2:21]3)[CH2:17]2)[CH3:14])[CH:6]=[C:7]([C:9]([F:11])([F:12])[F:10])[CH:8]=1, predict the reactants needed to synthesize it. The reactants are: [F:1][C:2]([F:33])([F:32])[C:3]1[CH:4]=[C:5]([C@H:13]([O:15][C@@H:16]2[C@@H:23]([C:24]3[CH:29]=[CH:28][C:27]([F:30])=[CH:26][CH:25]=3)[C@H:22]3[N:18]([C:19](=[O:31])[CH2:20][CH2:21]3)[CH2:17]2)[CH3:14])[CH:6]=[C:7]([C:9]([F:12])([F:11])[F:10])[CH:8]=1.[CH3:34][O:35][C:36](=O)[O:37]C.[Li+].CC([N-]C(C)C)C. (2) Given the product [CH2:12]([N:14]1[CH2:20][CH2:19][CH2:18][N:17]([C:2]2[N:7]=[CH:6][C:5]([C:8]([O:10][CH3:11])=[O:9])=[CH:4][N:3]=2)[CH2:16][CH2:15]1)[CH3:13], predict the reactants needed to synthesize it. The reactants are: Cl[C:2]1[N:7]=[CH:6][C:5]([C:8]([O:10][CH3:11])=[O:9])=[CH:4][N:3]=1.[CH2:12]([N:14]1[CH2:20][CH2:19][CH2:18][NH:17][CH2:16][CH2:15]1)[CH3:13].C(N(C(C)C)C(C)C)C. (3) Given the product [O:1]1[CH2:6][CH2:5][N:4]([CH2:7][C:8]2[CH:12]=[CH:11][N:10]([C:13]3[N:34]=[CH:33][CH:32]=[CH:31][C:14]=3[C:15]([NH:17][CH:18]([C:26](=[O:30])[C:27]([NH2:29])=[O:28])[CH2:19][C:20]3[CH:25]=[CH:24][CH:23]=[CH:22][CH:21]=3)=[O:16])[N:9]=2)[C:3]2[CH:35]=[CH:36][CH:37]=[CH:38][C:2]1=2, predict the reactants needed to synthesize it. The reactants are: [O:1]1[CH2:6][CH2:5][N:4]([CH2:7][C:8]2[CH:12]=[CH:11][N:10]([C:13]3[N:34]=[CH:33][CH:32]=[CH:31][C:14]=3[C:15]([NH:17][CH:18]([CH:26]([OH:30])[C:27]([NH2:29])=[O:28])[CH2:19][C:20]3[CH:25]=[CH:24][CH:23]=[CH:22][CH:21]=3)=[O:16])[N:9]=2)[C:3]2[CH:35]=[CH:36][CH:37]=[CH:38][C:2]1=2.IC1C=CC=CC=1C(O)=O. (4) Given the product [CH3:75][C:54]1[C:53]([CH2:52][NH:51][C:2]2[C:3]3[C:4](=[N:8][N:9]([CH2:11][C:12]4[CH:25]=[CH:24][C:15]([CH2:16][N:17]5[CH:22]=[CH:21][CH:20]=[CH:19][C:18]5=[O:23])=[CH:14][CH:13]=4)[CH:10]=3)[N:5]=[CH:6][N:7]=2)=[C:58]([CH3:59])[N:57]=[C:56]([NH:60][C:61](=[O:67])[O:62][C:63]([CH3:65])([CH3:64])[CH3:66])[CH:55]=1.[CH3:75][C:54]1[C:53]([CH2:52][NH:51][C:27]2[N:32]=[CH:31][N:30]=[C:29]3[N:33]([CH2:36][C:37]4[CH:38]=[CH:39][C:40]([CH2:41][N:42]5[CH:47]=[CH:46][CH:45]=[CH:44][C:43]5=[O:48])=[CH:49][CH:50]=4)[N:34]=[CH:35][C:28]=23)=[C:58]([CH3:59])[N:57]=[C:56]([NH:60][C:68](=[O:69])[O:70][C:71]([CH3:72])([CH3:73])[CH3:74])[CH:55]=1, predict the reactants needed to synthesize it. The reactants are: Cl[C:2]1[C:3]2[C:4](=[N:8][N:9]([CH2:11][C:12]3[CH:25]=[CH:24][C:15]([CH2:16][N:17]4[CH:22]=[CH:21][CH:20]=[CH:19][C:18]4=[O:23])=[CH:14][CH:13]=3)[CH:10]=2)[N:5]=[CH:6][N:7]=1.Cl[C:27]1[N:32]=[CH:31][N:30]=[C:29]2[N:33]([CH2:36][C:37]3[CH:50]=[CH:49][C:40]([CH2:41][N:42]4[CH:47]=[CH:46][CH:45]=[CH:44][C:43]4=[O:48])=[CH:39][CH:38]=3)[N:34]=[CH:35][C:28]=12.[NH2:51][CH2:52][C:53]1[C:54]([CH3:75])=[CH:55][C:56]([N:60]([C:68]([O:70][C:71]([CH3:74])([CH3:73])[CH3:72])=[O:69])[C:61](=[O:67])[O:62][C:63]([CH3:66])([CH3:65])[CH3:64])=[N:57][C:58]=1[CH3:59]. (5) Given the product [C:17]([N:3]([CH2:1][CH3:2])[NH:4][C:5]([O:7][C:8]([CH3:10])([CH3:9])[CH3:11])=[O:6])(=[S:16])[NH2:18], predict the reactants needed to synthesize it. The reactants are: [CH2:1]([NH:3][NH:4][C:5]([O:7][C:8]([CH3:11])([CH3:10])[CH3:9])=[O:6])[CH3:2].[Si]([S:16][C:17]#[N:18])(C)(C)C. (6) Given the product [CH3:1][C:2]1[CH:7]=[C:6]([CH3:8])[CH:5]=[C:4]([CH2:9][CH2:10][CH2:11][CH2:12][CH2:13][CH2:14][CH2:15][CH2:16][CH2:17][CH2:18][CH2:19][CH2:20][CH2:21][CH2:22][CH2:23][CH2:24][CH2:25][CH2:26][CH3:27])[N:3]=1, predict the reactants needed to synthesize it. The reactants are: [CH3:1][CH:2]1[CH2:7][CH:6]([CH3:8])[CH2:5][CH:4]([CH2:9][CH2:10][CH2:11][CH2:12][CH2:13][CH2:14][CH2:15][CH2:16][CH2:17][CH2:18][CH2:19][CH2:20][CH2:21][CH2:22][CH2:23][CH2:24][CH2:25][CH2:26][CH3:27])[NH:3]1.CC1C=C(C)C=C(C)N=1.BrCCCCCCCCCCCCCCCCCC. (7) Given the product [CH2:11]([O:13][C:14](=[O:19])[C:15]([O:10][C:9]1[CH:8]=[CH:7][C:4]([CH:5]=[O:6])=[CH:3][C:2]=1[Br:1])([CH3:17])[CH3:16])[CH3:12], predict the reactants needed to synthesize it. The reactants are: [Br:1][C:2]1[CH:3]=[C:4]([CH:7]=[CH:8][C:9]=1[OH:10])[CH:5]=[O:6].[CH2:11]([O:13][C:14](=[O:19])[C:15](Br)([CH3:17])[CH3:16])[CH3:12].C([O-])([O-])=O.[K+].[K+]. (8) Given the product [C:1]([O:4][CH2:5][C:6](=[O:7])[N:8]1[CH2:17][CH2:16][C:15]2[C:10](=[CH:11][CH:12]=[C:13]([C:18]3[CH:19]=[CH:20][C:21]([CH2:24][CH2:25][O:26][S:41]([C:38]4[CH:39]=[CH:40][C:35]([CH3:34])=[CH:36][CH:37]=4)(=[O:43])=[O:42])=[CH:22][CH:23]=3)[CH:14]=2)[CH2:9]1)(=[O:3])[CH3:2], predict the reactants needed to synthesize it. The reactants are: [C:1]([O:4][CH2:5][C:6]([N:8]1[CH2:17][CH2:16][C:15]2[C:10](=[CH:11][CH:12]=[C:13]([C:18]3[CH:23]=[CH:22][C:21]([CH2:24][CH2:25][OH:26])=[CH:20][CH:19]=3)[CH:14]=2)[CH2:9]1)=[O:7])(=[O:3])[CH3:2].C(N(CC)CC)C.[CH3:34][C:35]1[CH:40]=[CH:39][C:38]([S:41](Cl)(=[O:43])=[O:42])=[CH:37][CH:36]=1. (9) The reactants are: [Br:1][C:2]1[CH:3]=[CH:4][CH:5]=[C:6]2[C:14]=1[NH:13][C:12]1[CH:11]=[N:10][CH:9]=[CH:8][C:7]2=1.[H-].[Na+].CO.O. Given the product [Br:1][C:2]1[CH:3]=[CH:4][CH:5]=[C:6]2[C:14]=1[N:13]([CH2:4][CH2:3][CH2:2][CH2:14][CH2:6][CH2:5][N:13]1[C:12]3[CH:11]=[N:10][CH:9]=[CH:8][C:7]=3[C:6]3[C:14]1=[C:2]([Br:1])[CH:3]=[CH:4][CH:5]=3)[C:12]1[CH:11]=[N:10][CH:9]=[CH:8][C:7]2=1, predict the reactants needed to synthesize it.